Dataset: Catalyst prediction with 721,799 reactions and 888 catalyst types from USPTO. Task: Predict which catalyst facilitates the given reaction. (1) Reactant: [Cl:1][C:2]1[CH:7]=[CH:6][C:5]([NH:8][C:9]2[C:18]3[C:13](=[CH:14][C:15]([O:24][CH3:25])=[C:16]([O:22][CH3:23])[C:17]=3[N+:19]([O-])=O)[N:12]=[CH:11][N:10]=2)=[CH:4][CH:3]=1.[NH4+].[Cl-].O.C(Cl)(Cl)Cl. Product: [Cl:1][C:2]1[CH:3]=[CH:4][C:5]([NH:8][C:9]2[C:18]3[C:17]([NH2:19])=[C:16]([O:22][CH3:23])[C:15]([O:24][CH3:25])=[CH:14][C:13]=3[N:12]=[CH:11][N:10]=2)=[CH:6][CH:7]=1. The catalyst class is: 284. (2) Reactant: C([N:8]1[C:12]([CH:13]([OH:29])[CH2:14][CH2:15][CH:16]([C:23]2[CH:28]=[CH:27][CH:26]=[CH:25][CH:24]=2)[C:17]2[CH:22]=[CH:21][CH:20]=[CH:19][CH:18]=2)=[CH:11][N:10]=[CH:9]1)C1C=CC=CC=1. Product: [NH:10]1[CH:11]=[C:12]([CH:13]([OH:29])[CH2:14][CH2:15][CH:16]([C:17]2[CH:22]=[CH:21][CH:20]=[CH:19][CH:18]=2)[C:23]2[CH:28]=[CH:27][CH:26]=[CH:25][CH:24]=2)[N:8]=[CH:9]1. The catalyst class is: 29. (3) Reactant: [F:1][C:2]([F:7])([F:6])[C:3]([OH:5])=[O:4].[F:8][C:9]1[CH:10]=[C:11]([CH:14]=[CH:15][C:16]=1[O:17][CH:18]1[CH2:23][CH2:22][N:21]([C:24]2[N:29]=[C:28]3[CH2:30][NH:31][CH2:32][CH2:33][C:27]3=[N:26][C:25]=2[NH:34][CH:35]([CH3:37])[CH3:36])[CH2:20][CH2:19]1)[C:12]#[N:13].C(N(CC)CC)C.[CH3:45][O:46][CH2:47][C:48](Cl)=[O:49]. Product: [F:8][C:9]1[CH:10]=[C:11]([CH:14]=[CH:15][C:16]=1[O:17][CH:18]1[CH2:19][CH2:20][N:21]([C:24]2[N:29]=[C:28]3[CH2:30][N:31]([C:48](=[O:49])[CH2:47][O:46][CH3:45])[CH2:32][CH2:33][C:27]3=[N:26][C:25]=2[NH:34][CH:35]([CH3:37])[CH3:36])[CH2:22][CH2:23]1)[C:12]#[N:13].[C:3]([OH:5])([C:2]([F:7])([F:6])[F:1])=[O:4]. The catalyst class is: 2. (4) Reactant: [H-].[H-].[H-].[H-].[Li+].[Al+3].[N+:7]([CH:10]=[CH:11][C:12]1[C:20]2[C:15](=[CH:16][C:17]([O:21][CH2:22][C:23]3[CH:28]=[CH:27][CH:26]=[CH:25][CH:24]=3)=[CH:18][CH:19]=2)[NH:14][CH:13]=1)([O-])=O. Product: [CH2:22]([O:21][C:17]1[CH:16]=[C:15]2[C:20](=[CH:19][CH:18]=1)[C:12]([CH2:11][CH2:10][NH2:7])=[CH:13][NH:14]2)[C:23]1[CH:24]=[CH:25][CH:26]=[CH:27][CH:28]=1. The catalyst class is: 1. (5) Product: [CH3:3][O:4][CH2:5][O:6][C:7]1[CH:8]=[CH:9][C:10]2[C@@H:11]3[C@@H:19]([C@H:20]([CH2:24][CH2:25][CH2:26][CH2:27][O:28][CH2:29][CH2:30][O:31][CH2:32][CH2:33][O:34][CH2:35][CH2:36][O:37][CH2:38][CH2:39][O:40][CH2:47][C:48]([O:50][C:51]([CH3:54])([CH3:53])[CH3:52])=[O:49])[CH2:21][C:22]=2[CH:23]=1)[C@H:18]1[C@@:14]([CH3:45])([C@@H:15]([O:41][CH2:42][O:43][CH3:44])[CH2:16][CH2:17]1)[CH2:13][CH2:12]3. Reactant: [H-].[Na+].[CH3:3][O:4][CH2:5][O:6][C:7]1[CH:8]=[CH:9][C:10]2[C@@H:11]3[C@@H:19]([C@H:20]([CH2:24][CH2:25][CH2:26][CH2:27][O:28][CH2:29][CH2:30][O:31][CH2:32][CH2:33][O:34][CH2:35][CH2:36][O:37][CH2:38][CH2:39][OH:40])[CH2:21][C:22]=2[CH:23]=1)[C@H:18]1[C@@:14]([CH3:45])([C@@H:15]([O:41][CH2:42][O:43][CH3:44])[CH2:16][CH2:17]1)[CH2:13][CH2:12]3.Br[CH2:47][C:48]([O:50][C:51]([CH3:54])([CH3:53])[CH3:52])=[O:49]. The catalyst class is: 3. (6) Reactant: C(=O)([O-])[O-].[K+].[K+].[C:7]([C:9]1[CH:10]=[C:11]([NH:22][C:23](=[O:31])[C:24]2[CH:29]=[CH:28][CH:27]=[CH:26][C:25]=2[F:30])[CH:12]=[CH:13][C:14]=1[NH:15]C(=O)C(F)(F)F)#[N:8]. Product: [NH2:15][C:14]1[CH:13]=[CH:12][C:11]([NH:22][C:23](=[O:31])[C:24]2[CH:29]=[CH:28][CH:27]=[CH:26][C:25]=2[F:30])=[CH:10][C:9]=1[C:7]#[N:8]. The catalyst class is: 24. (7) Reactant: [C-:1]#[N:2].[Na+].[F:4][C:5]1[CH:12]=[C:11]([Br:13])[CH:10]=[CH:9][C:6]=1[CH2:7]Br.O. Product: [Br:13][C:11]1[CH:10]=[CH:9][C:6]([CH2:7][C:1]#[N:2])=[C:5]([F:4])[CH:12]=1. The catalyst class is: 16.